From a dataset of Full USPTO retrosynthesis dataset with 1.9M reactions from patents (1976-2016). Predict the reactants needed to synthesize the given product. Given the product [NH:32]1[C:33]2[C:29](=[CH:28][C:27]([C:2]#[C:1][C:3]3[N:7]4[N:8]=[C:9]([C:12]5[CH:13]=[CH:14][C:15]([C:18]([N:20]6[CH2:21][CH2:22][O:23][CH2:24][CH2:25]6)=[O:19])=[CH:16][CH:17]=5)[CH:10]=[CH:11][C:6]4=[N:5][CH:4]=3)=[CH:35][CH:34]=2)[CH:30]=[CH:31]1, predict the reactants needed to synthesize it. The reactants are: [C:1]([C:3]1[N:7]2[N:8]=[C:9]([C:12]3[CH:17]=[CH:16][C:15]([C:18]([N:20]4[CH2:25][CH2:24][O:23][CH2:22][CH2:21]4)=[O:19])=[CH:14][CH:13]=3)[CH:10]=[CH:11][C:6]2=[N:5][CH:4]=1)#[CH:2].Br[C:27]1[CH:28]=[C:29]2[C:33](=[CH:34][CH:35]=1)[NH:32][CH:31]=[CH:30]2.